Dataset: Full USPTO retrosynthesis dataset with 1.9M reactions from patents (1976-2016). Task: Predict the reactants needed to synthesize the given product. (1) The reactants are: [F:1][C:2]1[CH:7]=[CH:6][C:5]([O:8][CH3:9])=[CH:4][C:3]=1[CH:10]([O:14][CH3:15])[C:11]([OH:13])=O.[NH2:16][CH2:17][C:18]1[CH:25]=[CH:24][C:21]([C:22]#[N:23])=[CH:20][CH:19]=1. Given the product [C:17]([C:18]1[CH:25]=[CH:24][C:21]([CH2:22][NH:23][C:11](=[O:13])[CH:10]([C:3]2[CH:4]=[C:5]([O:8][CH3:9])[CH:6]=[CH:7][C:2]=2[F:1])[O:14][CH3:15])=[CH:20][CH:19]=1)#[N:16], predict the reactants needed to synthesize it. (2) The reactants are: FC(F)(F)S(O[C:7]1[C:12]([F:13])=[CH:11][CH:10]=[CH:9][C:8]=1[Cl:14])(=O)=O.[C:17]([Si:19]([CH3:22])([CH3:21])[CH3:20])#[CH:18].C(N(CC)CC)C. Given the product [Cl:14][C:8]1[CH:9]=[CH:10][CH:11]=[C:12]([F:13])[C:7]=1[C:18]#[C:17][Si:19]([CH3:22])([CH3:21])[CH3:20], predict the reactants needed to synthesize it. (3) Given the product [CH2:29]([O:31][C:25](=[O:26])[C:21]1[C:4]([OH:12])=[CH:5][C:6]([C:7]([F:8])([F:9])[F:10])=[N:11][C:22]=1[OH:23])[CH3:28], predict the reactants needed to synthesize it. The reactants are: C(O[C:4](=[O:12])/[CH:5]=[C:6](\[NH2:11])/[C:7]([F:10])([F:9])[F:8])C.N1C=CC=CC=1.C([CH:21]([C:25](Cl)=[O:26])[C:22](Cl)=[O:23])C.[CH3:28][C:29](C)([O-:31])C.[K+]. (4) Given the product [Br:1][C:2]1[CH:3]=[CH:4][C:5]([N:10]2[C:14]([CH2:5][N:10]([CH3:14])[CH3:11])=[C:13]([CH3:15])[N:12]=[CH:11]2)=[C:6]([CH:9]=1)[C:7]#[N:8], predict the reactants needed to synthesize it. The reactants are: [Br:1][C:2]1[CH:3]=[CH:4][C:5]([N:10]2[CH:14]=[C:13]([CH3:15])[N:12]=[CH:11]2)=[C:6]([CH:9]=1)[C:7]#[N:8]. (5) Given the product [N:33]1([C:26](=[O:28])[C:25]([N:10]2[CH:11]=[C:12]([NH:13][C:14]([C:16]3[CH:17]=[N:18][N:19]4[CH:24]=[CH:23][CH:22]=[N:21][C:20]=34)=[O:15])[C:8]([C:6]3[CH:7]=[C:2]([Cl:1])[CH:3]=[CH:4][C:5]=3[O:31][CH3:32])=[N:9]2)([CH3:30])[CH3:29])[CH2:36][CH2:35][CH2:34]1, predict the reactants needed to synthesize it. The reactants are: [Cl:1][C:2]1[CH:3]=[CH:4][C:5]([O:31][CH3:32])=[C:6]([C:8]2[C:12]([NH:13][C:14]([C:16]3[CH:17]=[N:18][N:19]4[CH:24]=[CH:23][CH:22]=[N:21][C:20]=34)=[O:15])=[CH:11][N:10]([C:25]([CH3:30])([CH3:29])[C:26]([OH:28])=O)[N:9]=2)[CH:7]=1.[NH:33]1[CH2:36][CH2:35][CH2:34]1.C(N(CC)C(C)C)(C)C. (6) Given the product [NH:63]([C:68]([O:70][C:71]([CH3:74])([CH3:73])[CH3:72])=[O:69])[CH2:64][C:65]([NH:2][C@H:3]([C:21]([N:23]1[CH2:62][CH2:61][CH2:60][C@H:24]1[C:25]([NH:27][C@H:28]([C:30]([NH:32][C@H:33]([C:50]([O:52][CH2:53][C:54]1[CH:59]=[CH:58][CH:57]=[CH:56][CH:55]=1)=[O:51])[CH2:34][CH2:35][CH2:36][CH2:37][NH:38][C:39]([O:41][CH2:42][C:43]1[CH:49]=[CH:48][CH:47]=[CH:46][C:44]=1[Cl:45])=[O:40])=[O:31])[CH3:29])=[O:26])=[O:22])[CH2:4][CH2:5][CH2:6][NH:7][C:8](=[NH:20])[NH:9][S:10]([C:13]1[CH:14]=[CH:15][C:16]([CH3:17])=[CH:18][CH:19]=1)(=[O:11])=[O:12])=[O:66], predict the reactants needed to synthesize it. The reactants are: Cl.[NH2:2][C@H:3]([C:21]([N:23]1[CH2:62][CH2:61][CH2:60][C@H:24]1[C:25]([NH:27][C@H:28]([C:30]([NH:32][C@H:33]([C:50]([O:52][CH2:53][C:54]1[CH:59]=[CH:58][CH:57]=[CH:56][CH:55]=1)=[O:51])[CH2:34][CH2:35][CH2:36][CH2:37][NH:38][C:39]([O:41][CH2:42][C:43]1[CH:49]=[CH:48][CH:47]=[CH:46][C:44]=1[Cl:45])=[O:40])=[O:31])[CH3:29])=[O:26])=[O:22])[CH2:4][CH2:5][CH2:6][NH:7][C:8](=[NH:20])[NH:9][S:10]([C:13]1[CH:19]=[CH:18][C:16]([CH3:17])=[CH:15][CH:14]=1)(=[O:12])=[O:11].[NH:63]([C:68]([O:70][C:71]([CH3:74])([CH3:73])[CH3:72])=[O:69])[CH2:64][C:65](O)=[O:66].ON1C2C=CC=CC=2N=N1.C1(N=C=NC2CCCCC2)CCCCC1. (7) Given the product [C:1]([O:5][C:6]([NH:8][C:9]1([C:14]([O:16][CH3:17])=[O:15])[CH2:13][CH2:12][CH2:11][CH2:10]1)=[O:7])([CH3:4])([CH3:2])[CH3:3], predict the reactants needed to synthesize it. The reactants are: [C:1]([O:5][C:6]([NH:8][C:9]1([C:14]([OH:16])=[O:15])[CH2:13][CH2:12][CH2:11][CH2:10]1)=[O:7])([CH3:4])([CH3:3])[CH3:2].[CH3:17][Si](C=[N+]=[N-])(C)C. (8) Given the product [Cl:37][C:38]1[CH:46]=[CH:45][C:41]([C:42]([N:1]2[C:9]3[C:4](=[CH:5][C:6]([NH:10][C:11]4[CH:22]=[CH:21][C:20]([CH:23]5[CH2:25][CH2:24]5)=[CH:19][C:12]=4[C:13]([O:15][CH2:16][CH:17]=[CH2:18])=[O:14])=[CH:7][CH:8]=3)[CH:3]=[CH:2]2)=[O:43])=[CH:40][CH:39]=1, predict the reactants needed to synthesize it. The reactants are: [NH:1]1[C:9]2[C:4](=[CH:5][C:6]([NH:10][C:11]3[CH:22]=[CH:21][C:20]([CH:23]4[CH2:25][CH2:24]4)=[CH:19][C:12]=3[C:13]([O:15][CH2:16][CH:17]=[CH2:18])=[O:14])=[CH:7][CH:8]=2)[CH:3]=[CH:2]1.C(OCC)(=O)C.C(=O)(O)[O-].[Na+].[Cl:37][C:38]1[CH:46]=[CH:45][C:41]([C:42](Cl)=[O:43])=[CH:40][CH:39]=1. (9) Given the product [NH2:22][C:8]1[N:7]=[C:6]([NH:5][CH2:1][CH2:2][CH2:3][CH3:4])[N:14]=[C:13]2[C:9]=1[NH:10][C:11](=[O:20])[N:12]2[CH2:15][CH2:16][CH2:17][CH2:18][N:30]1[CH2:31][CH2:32][N:27]([C:24]([CH3:26])([CH3:25])[CH3:23])[CH2:28][CH2:29]1, predict the reactants needed to synthesize it. The reactants are: [CH2:1]([NH:5][C:6]1[N:14]=[C:13]2[C:9]([N:10]=[C:11]([O:20]C)[N:12]2[CH2:15][CH2:16][CH2:17][CH2:18]Cl)=[C:8]([NH2:22])[N:7]=1)[CH2:2][CH2:3][CH3:4].[CH3:23][C:24]([N:27]1[CH2:32][CH2:31][NH:30][CH2:29][CH2:28]1)([CH3:26])[CH3:25].